From a dataset of hERG Central: cardiac toxicity at 1µM, 10µM, and general inhibition. Predict hERG channel inhibition at various concentrations. (1) The drug is COc1cc(OC)c(C(=O)Nc2cc(Cl)ccc2-n2cncn2)cc1OC. Results: hERG_inhib (hERG inhibition (general)): blocker. (2) Results: hERG_inhib (hERG inhibition (general)): blocker. The molecule is CCOc1ccc(CN2CCN(S(=O)(=O)c3ccc(NC(C)=O)cc3)CC2)cc1.O=C(O)C(=O)O. (3) Results: hERG_inhib (hERG inhibition (general)): blocker. The molecule is OCCOCCNc1ncnc2c1c(-c1ccccc1)cn2-c1ccccc1. (4) Results: hERG_inhib (hERG inhibition (general)): blocker. The compound is CCCN1CCC(=O)N([C@H](CSc2ccccc2)Cc2ccccc2)CC1. (5) The drug is CCOC(=O)c1c(NC(=O)CCS(=O)(=O)c2ccccc2)sc2c1CCN(C(C)C)C2.Cl. Results: hERG_inhib (hERG inhibition (general)): blocker.